This data is from Full USPTO retrosynthesis dataset with 1.9M reactions from patents (1976-2016). The task is: Predict the reactants needed to synthesize the given product. (1) Given the product [Br:1][C:2]1[CH:7]=[CH:6][C:5]([N:8]2[CH2:9][CH2:10][CH:11]([OH:14])[CH2:12][CH2:13]2)=[CH:4][CH:3]=1, predict the reactants needed to synthesize it. The reactants are: [Br:1][C:2]1[CH:7]=[CH:6][C:5]([N:8]2[CH2:13][CH2:12][C:11](=[O:14])[CH2:10][CH2:9]2)=[CH:4][CH:3]=1.[BH4-].[Na+]. (2) Given the product [C:6]1([C@@H:4]([OH:5])[CH2:3][N:2]([CH3:1])[CH3:12])[CH:11]=[CH:10][CH:9]=[CH:8][CH:7]=1, predict the reactants needed to synthesize it. The reactants are: [CH3:1][N:2]([CH3:12])[CH2:3][C:4]([C:6]1[CH:11]=[CH:10][CH:9]=[CH:8][CH:7]=1)=[O:5].[OH-].[K+].CC(C)([O-])C.[K+].CC(O)(C)C. (3) Given the product [CH3:8][O:9][C:10](=[O:27])[CH2:11][CH:12]1[CH2:21][C:20]2[C:15](=[CH:16][C:17]([O:22][CH2:23][CH2:24][NH:25][C:39]([NH2:41])=[NH:40])=[CH:18][CH:19]=2)[NH:14][C:13]1=[O:26], predict the reactants needed to synthesize it. The reactants are: FC(F)(F)C(O)=O.[CH3:8][O:9][C:10](=[O:27])[CH2:11][CH:12]1[CH2:21][C:20]2[C:15](=[CH:16][C:17]([O:22][CH2:23][CH2:24][NH2:25])=[CH:18][CH:19]=2)[NH:14][C:13]1=[O:26].[N+]([O-])(O)=O.CC1([C:39]([NH2:41])=[NH:40])C=C(C)N=N1.C(N(C(C)C)CC)(C)C.